This data is from Merck oncology drug combination screen with 23,052 pairs across 39 cell lines. The task is: Regression. Given two drug SMILES strings and cell line genomic features, predict the synergy score measuring deviation from expected non-interaction effect. (1) Drug 1: O=P1(N(CCCl)CCCl)NCCCO1. Drug 2: O=C(O)C1(Cc2cccc(Nc3nccs3)n2)CCC(Oc2cccc(Cl)c2F)CC1. Cell line: A375. Synergy scores: synergy=14.3. (2) Drug 1: Cn1nnc2c(C(N)=O)ncn2c1=O. Drug 2: O=C(NOCC(O)CO)c1ccc(F)c(F)c1Nc1ccc(I)cc1F. Cell line: VCAP. Synergy scores: synergy=-31.4. (3) Drug 1: CCN(CC)CCNC(=O)c1c(C)[nH]c(C=C2C(=O)Nc3ccc(F)cc32)c1C. Drug 2: NC1CCCCC1N.O=C(O)C(=O)O.[Pt+2]. Cell line: KPL1. Synergy scores: synergy=2.66. (4) Drug 1: O=C(CCCCCCC(=O)Nc1ccccc1)NO. Drug 2: Cn1cc(-c2cnn3c(N)c(Br)c(C4CCCNC4)nc23)cn1. Cell line: OVCAR3. Synergy scores: synergy=-3.10. (5) Drug 1: N#Cc1ccc(Cn2cncc2CN2CCN(c3cccc(Cl)c3)C(=O)C2)cc1. Drug 2: NC(=O)c1cccc2cn(-c3ccc(C4CCCNC4)cc3)nc12. Cell line: A427. Synergy scores: synergy=13.3. (6) Drug 1: CC(=O)OC1C(=O)C2(C)C(O)CC3OCC3(OC(C)=O)C2C(OC(=O)c2ccccc2)C2(O)CC(OC(=O)C(O)C(NC(=O)c3ccccc3)c3ccccc3)C(C)=C1C2(C)C. Drug 2: C=CCn1c(=O)c2cnc(Nc3ccc(N4CCN(C)CC4)cc3)nc2n1-c1cccc(C(C)(C)O)n1. Cell line: CAOV3. Synergy scores: synergy=4.38.